Dataset: Catalyst prediction with 721,799 reactions and 888 catalyst types from USPTO. Task: Predict which catalyst facilitates the given reaction. Reactant: [CH2:1]([O:8][C:9]1[CH:14]=[CH:13][C:12]([C:15](=[O:18])[CH2:16][CH3:17])=[CH:11][CH:10]=1)[C:2]1[CH:7]=[CH:6][CH:5]=[CH:4][CH:3]=1.C[Si]([N-][Si](C)(C)C)(C)C.[Li+].[F:29][C:30]([F:39])([F:38])[C:31](N1C=CN=C1)=[O:32]. Product: [CH2:1]([O:8][C:9]1[CH:10]=[CH:11][C:12]([C:15](=[O:18])[CH:16]([CH3:17])[C:31](=[O:32])[C:30]([F:29])([F:38])[F:39])=[CH:13][CH:14]=1)[C:2]1[CH:3]=[CH:4][CH:5]=[CH:6][CH:7]=1. The catalyst class is: 1.